From a dataset of Reaction yield outcomes from USPTO patents with 853,638 reactions. Predict the reaction yield, written as a fraction of the theoretical maximum amount of product (1.0 means a 100% yield; for example, 0.34 means a 34% yield). (1) The reactants are [Br:1][C:2]1[NH:10][C:9]2[C:8](=[O:11])[NH:7][C:6](=[O:12])[N:5]([CH3:13])[C:4]=2[N:3]=1.C(=O)([O-])[O-].[K+].[K+].[CH2:20]([O:22][CH2:23]Cl)[CH3:21]. The catalyst is CN(C=O)C. The product is [Br:1][C:2]1[N:10]([CH2:23][O:22][CH2:20][CH3:21])[C:9]2[C:8](=[O:11])[NH:7][C:6](=[O:12])[N:5]([CH3:13])[C:4]=2[N:3]=1. The yield is 0.700. (2) The reactants are [Cl:1][C:2]1[C:30]([Cl:31])=[CH:29][CH:28]=[CH:27][C:3]=1[CH2:4][N:5]1[C:9]2[CH:10]=[C:11]([N:18]3[CH2:23][CH2:22][O:21][CH2:20][CH2:19]3)[CH:12]=[C:13]([C:14]([O:16]C)=[O:15])[C:8]=2[N:7]=[C:6]1[CH:24]([F:26])[F:25].[Li+].[OH-]. The catalyst is C1COCC1. The product is [Cl:1][C:2]1[C:30]([Cl:31])=[CH:29][CH:28]=[CH:27][C:3]=1[CH2:4][N:5]1[C:9]2[CH:10]=[C:11]([N:18]3[CH2:23][CH2:22][O:21][CH2:20][CH2:19]3)[CH:12]=[C:13]([C:14]([OH:16])=[O:15])[C:8]=2[N:7]=[C:6]1[CH:24]([F:25])[F:26]. The yield is 0.460.